Dataset: Full USPTO retrosynthesis dataset with 1.9M reactions from patents (1976-2016). Task: Predict the reactants needed to synthesize the given product. (1) Given the product [CH:1]1([C:6]2[CH:7]=[C:8]([CH2:13][CH2:14][C:15]([O:17][CH2:18][CH3:19])=[O:16])[CH:9]=[CH:10][C:11]=2[O:12][C:28]([O:30][CH3:31])=[O:29])[CH2:2][CH2:3][CH2:4][CH2:5]1, predict the reactants needed to synthesize it. The reactants are: [CH:1]1([C:6]2[CH:7]=[C:8]([CH2:13][CH2:14][C:15]([O:17][CH2:18][CH3:19])=[O:16])[CH:9]=[CH:10][C:11]=2[OH:12])[CH2:5][CH2:4][CH2:3][CH2:2]1.C(N(CC)CC)C.Cl[C:28]([O:30][CH3:31])=[O:29]. (2) The reactants are: [C:1]([N:5]1[C:9]([C:10]2[CH:15]=[CH:14][C:13]([O:16][CH3:17])=[CH:12][CH:11]=2)=[CH:8][C:7]([CH2:18][CH2:19][CH:20]=O)=[N:6]1)([CH3:4])([CH3:3])[CH3:2].[F:22][C:23]1[CH:28]=[CH:27][C:26]([CH:29]([C:36]2[CH:41]=[CH:40][C:39]([F:42])=[CH:38][CH:37]=2)[N:30]2[CH2:35][CH2:34][NH:33][CH2:32][CH2:31]2)=[CH:25][CH:24]=1.CCN(C(C)C)C(C)C.[BH-](OC(C)=O)(OC(C)=O)OC(C)=O.[Na+]. Given the product [C:1]([N:5]1[C:9]([C:10]2[CH:15]=[CH:14][C:13]([O:16][CH3:17])=[CH:12][CH:11]=2)=[CH:8][C:7]([CH2:18][CH2:19][CH2:20][N:33]2[CH2:32][CH2:31][N:30]([CH:29]([C:36]3[CH:41]=[CH:40][C:39]([F:42])=[CH:38][CH:37]=3)[C:26]3[CH:25]=[CH:24][C:23]([F:22])=[CH:28][CH:27]=3)[CH2:35][CH2:34]2)=[N:6]1)([CH3:2])([CH3:4])[CH3:3], predict the reactants needed to synthesize it.